From a dataset of Full USPTO retrosynthesis dataset with 1.9M reactions from patents (1976-2016). Predict the reactants needed to synthesize the given product. (1) Given the product [CH2:33]([N:8]([C:6]([O:5][C:1]([CH3:4])([CH3:2])[CH3:3])=[O:7])[C@@H:9]([C:16]([O:18][C:28](=[O:29])[CH2:27][NH:26][CH2:19][C:20]1[CH:25]=[CH:24][CH:23]=[CH:22][CH:21]=1)=[O:17])[CH2:10][C:11]1[S:12][CH:13]=[CH:14][CH:15]=1)[CH3:34], predict the reactants needed to synthesize it. The reactants are: [C:1]([O:5][C:6]([NH:8][C@@H:9]([C:16]([OH:18])=[O:17])[CH2:10][C:11]1[S:12][CH:13]=[CH:14][CH:15]=1)=[O:7])([CH3:4])([CH3:3])[CH3:2].[CH2:19]([NH:26][CH2:27][C:28](OCC)=[O:29])[C:20]1[CH:25]=[CH:24][CH:23]=[CH:22][CH:21]=1.[CH3:33][CH2:34]N=C=NCCCN(C)C.Cl.C1C=CC2N(O)N=NC=2C=1. (2) Given the product [Cl:42][C:27]1[N:25]2[CH:26]=[C:21]([C:18]3[CH2:19][CH2:20][NH:15][CH2:16][CH:17]=3)[CH:22]=[C:23]([C:43]([F:45])([F:46])[F:44])[C:24]2=[N:29][C:28]=1[C:30]([N:32]1[CH2:36][CH:35]=[C:34]([C:37]2[S:38][CH:39]=[CH:40][N:41]=2)[CH2:33]1)=[O:31], predict the reactants needed to synthesize it. The reactants are: Cl.O1CCOCC1.C(OC([N:15]1[CH2:20][CH:19]=[C:18]([C:21]2[CH:22]=[C:23]([C:43]([F:46])([F:45])[F:44])[C:24]3[N:25]([C:27]([Cl:42])=[C:28]([C:30]([N:32]4[CH2:36][CH:35]=[C:34]([C:37]5[S:38][CH:39]=[CH:40][N:41]=5)[CH2:33]4)=[O:31])[N:29]=3)[CH:26]=2)[CH2:17][CH2:16]1)=O)(C)(C)C. (3) Given the product [CH2:26]([O:25][C:23](=[O:24])[CH2:22][CH2:21][C:4]1([C:1](=[O:3])[CH3:2])[CH2:12][C:11]2[C:6](=[CH:7][CH:8]=[CH:9][CH:10]=2)[C:5]1=[O:13])[CH3:27], predict the reactants needed to synthesize it. The reactants are: [C:1]([CH:4]1[CH2:12][C:11]2[C:6](=[CH:7][CH:8]=[CH:9][CH:10]=2)[C:5]1=[O:13])(=[O:3])[CH3:2].C(=O)([O-])[O-].[K+].[K+].Br[CH2:21][CH2:22][C:23]([O:25][CH2:26][CH3:27])=[O:24].Cl. (4) Given the product [F:30][C:11]1[CH:12]=[C:13]([O:17][C@H:18]2[CH2:23][CH2:22][CH2:21][CH2:20][C@@H:19]2[C:24]2[CH:25]=[CH:26][CH:27]=[CH:28][CH:29]=2)[C:14]([F:16])=[CH:15][C:10]=1[S:7]([NH:6][C:31]1[S:35][N:34]=[CH:33][N:32]=1)(=[O:9])=[O:8], predict the reactants needed to synthesize it. The reactants are: COC1C=C(OC)C=CC=1C[N:6]([C:31]1[S:35][N:34]=[CH:33][N:32]=1)[S:7]([C:10]1[CH:15]=[C:14]([F:16])[C:13]([O:17][C@H:18]2[CH2:23][CH2:22][CH2:21][CH2:20][C@@H:19]2[C:24]2[CH:29]=[CH:28][CH:27]=[CH:26][CH:25]=2)=[CH:12][C:11]=1[F:30])(=[O:9])=[O:8].C([SiH](CC)CC)C.FC(F)(F)C(O)=O. (5) The reactants are: [CH2:1]([CH:8]1[CH2:11][NH:10][CH2:9]1)[C:2]1[CH:7]=[CH:6][CH:5]=[CH:4][CH:3]=1.[C:12]1([CH2:18][CH2:19][C:20](Cl)=[O:21])[CH:17]=[CH:16][CH:15]=[CH:14][CH:13]=1.C(N(CC)CC)C. Given the product [CH2:1]([CH:8]1[CH2:9][N:10]([C:20](=[O:21])[CH2:19][CH2:18][C:12]2[CH:17]=[CH:16][CH:15]=[CH:14][CH:13]=2)[CH2:11]1)[C:2]1[CH:7]=[CH:6][CH:5]=[CH:4][CH:3]=1, predict the reactants needed to synthesize it. (6) Given the product [CH2:10]([N:1]1[CH:5]=[C:4]([CH:6]=[O:7])[N:3]=[CH:2]1)[CH2:11][CH2:12][CH3:13], predict the reactants needed to synthesize it. The reactants are: [NH:1]1[CH:5]=[C:4]([CH:6]=[O:7])[N:3]=[CH:2]1.[H-].[Na+].[CH2:10](Br)[CH2:11][CH2:12][CH3:13].C1OCCOCCOCCOCCOCCOC1.[Cl-].[NH4+].